Dataset: Reaction yield outcomes from USPTO patents with 853,638 reactions. Task: Predict the reaction yield, written as a fraction of the theoretical maximum amount of product (1.0 means a 100% yield; for example, 0.34 means a 34% yield). (1) The reactants are [CH3:1][N:2]1[C:6](/[C:7](=[N:14]\[O:15][CH2:16][C:17]2[N:22]=[C:21]([NH:23]C(=O)OC(C)(C)C)[CH:20]=[CH:19][CH:18]=2)/[C:8]2[CH:13]=[CH:12][CH:11]=[CH:10][N:9]=2)=[N:5][C:4](=[O:31])[O:3]1.C(O)(C(F)(F)F)=O.C([O-])(O)=O.[Na+]. The catalyst is C(Cl)Cl. The product is [NH2:23][C:21]1[N:22]=[C:17]([CH2:16][O:15]/[N:14]=[C:7](/[C:8]2[CH:13]=[CH:12][CH:11]=[CH:10][N:9]=2)\[C:6]2[N:2]([CH3:1])[O:3][C:4](=[O:31])[N:5]=2)[CH:18]=[CH:19][CH:20]=1. The yield is 0.620. (2) The reactants are Cl[CH2:2][CH2:3][O:4][CH2:5][CH2:6][O:7][CH2:8][CH2:9][O:10][CH3:11].[OH:12][C:13]1[CH:20]=[CH:19][C:16]([CH:17]=[O:18])=[CH:15][CH:14]=1.C([O-])([O-])=O.[K+].[K+].C1OCCOCCOCCOCCOCCOC1. The catalyst is C1COCC1.O. The product is [O:12]([C:13]1[CH:20]=[CH:19][C:16]([CH:17]=[O:18])=[CH:15][CH:14]=1)[CH2:2][CH2:3][O:4][CH2:5][CH2:6][O:7][CH2:8][CH2:9][O:10][CH3:11]. The yield is 0.700. (3) The catalyst is CO. The yield is 0.230. The reactants are [NH:1]1[C:9]2[C:4](=[CH:5][CH:6]=[CH:7][CH:8]=2)[C:3](/[CH:10]=[CH:11]/[C:12]2[CH:25]=[CH:24][C:15]([C:16]([N:18]3[CH2:23][CH2:22][NH:21][CH2:20][CH2:19]3)=[O:17])=[CH:14][CH:13]=2)=[N:2]1.C(OC([NH:33][C:34]([CH3:39])([CH3:38])[C:35](O)=[O:36])=O)(C)(C)C.O.ON1C2C=CC=CC=2N=N1.Cl.C(N=C=NCCCN(C)C)C.CN1CCOCC1.Cl.CO. The product is [NH2:33][C:34]([CH3:39])([CH3:38])[C:35]([N:21]1[CH2:22][CH2:23][N:18]([C:16](=[O:17])[C:15]2[CH:14]=[CH:13][C:12](/[CH:11]=[CH:10]/[C:3]3[C:4]4[C:9](=[CH:8][CH:7]=[CH:6][CH:5]=4)[NH:1][N:2]=3)=[CH:25][CH:24]=2)[CH2:19][CH2:20]1)=[O:36]. (4) The reactants are [Na:1].COC1OCC([CH2:10][O:11][C:12]2[CH:17]=[CH:16][N:15]=[C:14]([CH2:18][S:19]([C:21]3[NH:25][C:24]4[CH:26]=[CH:27][CH:28]=[CH:29][C:23]=4[N:22]=3)=[O:20])[C:13]=2[CH3:30])CO1.[CH3:31][C:32]1([CH2:40]CO)[O:37][CH2:36][C:35]([CH3:39])([CH3:38])[CH2:34][O:33]1. No catalyst specified. The product is [Na:1].[CH3:30][C:13]1[C:14]([CH2:18][S:19]([C:21]2[NH:22][C:23]3[CH:29]=[CH:28][CH:27]=[CH:26][C:24]=3[N:25]=2)=[O:20])=[N:15][CH:16]=[CH:17][C:12]=1[O:11][CH2:10][CH2:31][C:32]1([CH3:40])[O:37][CH2:36][C:35]([CH3:39])([CH3:38])[CH2:34][O:33]1. The yield is 0.0720.